From a dataset of Forward reaction prediction with 1.9M reactions from USPTO patents (1976-2016). Predict the product of the given reaction. (1) The product is: [ClH:29].[F:1][C:2]1[CH:28]=[CH:27][C:5]([CH2:6][O:7][CH2:8][C:9]([NH:11][CH2:12][CH2:13][CH:14]2[CH2:15][CH2:16][NH:17][CH2:18][CH2:19]2)=[O:10])=[CH:4][CH:3]=1. Given the reactants [F:1][C:2]1[CH:28]=[CH:27][C:5]([CH2:6][O:7][CH2:8][C:9]([NH:11][CH2:12][CH2:13][CH:14]2[CH2:19][CH2:18][N:17](CC3C=CC=CC=3)[CH2:16][CH2:15]2)=[O:10])=[CH:4][CH:3]=1.[Cl:29]C(OC(Cl)C)=O, predict the reaction product. (2) Given the reactants [N:1]1[CH:6]=[CH:5][CH:4]=[C:3]([NH:7][C:8]([N:10]2[CH2:15][CH2:14][N:13]([CH2:16][C:17]3[CH:18]=[C:19]([CH:24]=[CH:25][CH:26]=3)[C:20]([O:22]C)=[O:21])[CH2:12][CH2:11]2)=[O:9])[CH:2]=1.[OH-].[Na+:28], predict the reaction product. The product is: [N:1]1[CH:6]=[CH:5][CH:4]=[C:3]([NH:7][C:8]([N:10]2[CH2:15][CH2:14][N:13]([CH2:16][C:17]3[CH:18]=[C:19]([CH:24]=[CH:25][CH:26]=3)[C:20]([O-:22])=[O:21])[CH2:12][CH2:11]2)=[O:9])[CH:2]=1.[Na+:28]. (3) Given the reactants C([O:3][C:4](=[O:35])[CH2:5][CH2:6][NH:7][C:8](=[O:34])[C:9]1[CH:14]=[CH:13][C:12]([CH:15]([CH:28]2[CH2:31][C:30]([CH3:33])([CH3:32])[CH2:29]2)[NH:16][C:17]2[C:26]([CH3:27])=[CH:25][C:24]3[C:19](=[CH:20][CH:21]=[CH:22][CH:23]=3)[N:18]=2)=[CH:11][CH:10]=1)C.[OH-].[Na+].Cl, predict the reaction product. The product is: [CH3:32][C:30]1([CH3:33])[CH2:31][CH:28]([CH:15]([NH:16][C:17]2[C:26]([CH3:27])=[CH:25][C:24]3[C:19](=[CH:20][CH:21]=[CH:22][CH:23]=3)[N:18]=2)[C:12]2[CH:13]=[CH:14][C:9]([C:8]([NH:7][CH2:6][CH2:5][C:4]([OH:35])=[O:3])=[O:34])=[CH:10][CH:11]=2)[CH2:29]1. (4) Given the reactants [CH3:1][O:2][C:3](=[O:7])[CH2:4][O:5][CH3:6].C(N(C(C)C)C(C)C)C.[CH3:17][C:18]1[O:22][C:21]([C:23]2[CH:28]=[CH:27][CH:26]=[CH:25][CH:24]=2)=[N:20][C:19]=1[CH2:29][CH2:30][O:31][C:32]1[C:40]2[CH:39]=[CH:38][S:37][C:36]=2[C:35]([CH:41]=O)=[CH:34][CH:33]=1.S(=O)(=O)(O)O, predict the reaction product. The product is: [CH3:1][O:2][C:3](=[O:7])/[C:4](/[O:5][CH3:6])=[CH:41]/[C:35]1[C:36]2[S:37][CH:38]=[CH:39][C:40]=2[C:32]([O:31][CH2:30][CH2:29][C:19]2[N:20]=[C:21]([C:23]3[CH:28]=[CH:27][CH:26]=[CH:25][CH:24]=3)[O:22][C:18]=2[CH3:17])=[CH:33][CH:34]=1. (5) Given the reactants Cl[C:2]1[N:7]=[C:6]([CH3:8])[CH:5]=[C:4]([C:9]2[CH:10]=[N:11][C:12]([C:15]([F:18])([F:17])[F:16])=[CH:13][CH:14]=2)[N:3]=1.[Br:19][C:20]1[CH:21]=[C:22](B(O)O)[CH:23]=[CH:24][CH:25]=1, predict the reaction product. The product is: [Br:19][C:20]1[CH:25]=[C:24]([C:2]2[N:7]=[C:6]([CH3:8])[CH:5]=[C:4]([C:9]3[CH:10]=[N:11][C:12]([C:15]([F:18])([F:17])[F:16])=[CH:13][CH:14]=3)[N:3]=2)[CH:23]=[CH:22][CH:21]=1. (6) The product is: [CH3:30][N:29]([CH3:34])[CH:24]([CH3:25])[C:23]([NH:22][C:17]1[C:18]2[C:19](=[O:21])[C:20]3[C:11](=[CH:10][CH:9]=[CH:8][C:7]=3[NH:6][C:4](=[O:5])[CH:3]([N:36]([CH3:37])[CH3:35])[CH3:2])[C:12](=[O:28])[C:13]=2[CH:14]=[CH:15][CH:16]=1)=[O:27]. Given the reactants Cl[CH2:2][CH2:3][C:4]([NH:6][C:7]1[C:20]2[C:19](=[O:21])[C:18]3[C:13](=[CH:14][CH:15]=[CH:16][C:17]=3[NH:22][C:23](=[O:27])[CH2:24][CH2:25]Cl)[C:12](=[O:28])[C:11]=2[CH:10]=[CH:9][CH:8]=1)=[O:5].[N:29]1[CH:34]=CC=C[CH:30]=1.[CH3:35][NH:36][CH3:37], predict the reaction product.